From a dataset of Reaction yield outcomes from USPTO patents with 853,638 reactions. Predict the reaction yield, written as a fraction of the theoretical maximum amount of product (1.0 means a 100% yield; for example, 0.34 means a 34% yield). (1) The reactants are [CH3:1][O:2][C:3]1[CH:4]=[C:5]2[O:9][C:8]([C:10]3[N:11]=[C:12]4[N:16]([CH:17]=3)[N:15]=[C:14]([O:18][CH3:19])[S:13]4)=[CH:7][C:6]2=[C:20]([OH:22])[CH:21]=1.C1(P(C2C=CC=CC=2)C2C=CC=CC=2)C=CC=CC=1.[O:42]1[CH2:47][CH2:46][N:45]([C:48]2[S:49][CH:50]=[C:51]([CH2:53]O)[N:52]=2)[CH2:44][CH2:43]1.CC(OC(/N=N/C(OC(C)C)=O)=O)C. The catalyst is O1CCCC1.C(OCC)(=O)C. The product is [CH3:1][O:2][C:3]1[CH:21]=[C:20]([O:22][CH2:53][C:51]2[N:52]=[C:48]([N:45]3[CH2:46][CH2:47][O:42][CH2:43][CH2:44]3)[S:49][CH:50]=2)[C:6]2[CH:7]=[C:8]([C:10]3[N:11]=[C:12]4[N:16]([CH:17]=3)[N:15]=[C:14]([O:18][CH3:19])[S:13]4)[O:9][C:5]=2[CH:4]=1. The yield is 0.530. (2) The reactants are [CH3:1][C:2]([S:5]([N:7]=[C:8]1[CH2:11][O:10][CH2:9]1)=[O:6])([CH3:4])[CH3:3].[Si]([C:16]#[N:17])(C)(C)C. The catalyst is C(Cl)Cl.[Cl-].[Na+].O.[O-]CC.[O-]CC.[O-]CC.[O-]CC.[Ti+4]. The product is [C:16]([C:8]1([NH:7][S:5]([C:2]([CH3:1])([CH3:3])[CH3:4])=[O:6])[CH2:11][O:10][CH2:9]1)#[N:17]. The yield is 0.780. (3) The yield is 0.950. The catalyst is Cl. The reactants are C([NH:9][C@@H:10]([CH2:13][C:14]1[CH:19]=[CH:18][N:17]=[CH:16][CH:15]=1)[CH2:11][OH:12])(=O)C1C=CC=CC=1. The product is [NH2:9][C@@H:10]([CH2:13][C:14]1[CH:15]=[CH:16][N:17]=[CH:18][CH:19]=1)[CH2:11][OH:12]. (4) The reactants are [C:1]([C:3]1[CH:4]=[C:5]([CH:10]=[CH:11][C:12]=1[OH:13])[C:6]([O:8][CH3:9])=[O:7])#[N:2].[BH4-].[Na+].[CH2:16]1[CH2:20]OC[CH2:17]1. No catalyst specified. The product is [C:1]([C:3]1[CH:4]=[C:5]([CH:10]=[CH:11][C:12]=1[O:13][CH:16]([CH3:20])[CH3:17])[C:6]([O:8][CH3:9])=[O:7])#[N:2]. The yield is 0.990. (5) The reactants are N(C(OC(C)C)=O)=NC(OC(C)C)=O.[CH3:15][NH:16][C:17]1[N:22]=[C:21]([CH2:23][CH2:24][OH:25])[CH:20]=[CH:19][CH:18]=1.O[C:27]1[CH:28]=[C:29]2[C:33](=[CH:34][CH:35]=1)[NH:32][C:31]([CH2:36][CH2:37][C:38]([O:40]C)=[O:39])=[CH:30]2.C1(P(C2C=CC=CC=2)C2C=CC=CC=2)C=CC=CC=1. The catalyst is O1CCCC1. The product is [CH3:15][NH:16][C:17]1[N:22]=[C:21]([CH2:23][CH2:24][O:25][C:27]2[CH:28]=[C:29]3[C:33](=[CH:34][CH:35]=2)[NH:32][C:31]([CH2:36][CH2:37][C:38]([OH:40])=[O:39])=[CH:30]3)[CH:20]=[CH:19][CH:18]=1. The yield is 0.150. (6) The reactants are [NH2:1][C@H:2]([CH2:6][O:7][CH:8]([F:10])[F:9])[C:3]([OH:5])=[O:4].C(=O)(O)[O-].[Na+].[C:16](OC(=O)C)(=[O:18])[CH3:17].Cl. The catalyst is O.O1CCOCC1. The product is [C:16]([NH:1][C@H:2]([CH2:6][O:7][CH:8]([F:10])[F:9])[C:3]([OH:5])=[O:4])(=[O:18])[CH3:17]. The yield is 0.823. (7) The reactants are Cl[C:2]1[N:7]=[C:6]([C:8]([OH:10])=[O:9])[CH:5]=[CH:4][C:3]=1[Br:11].CC(C)([O-])C.[K+].[F:18][C:19]([F:26])([C:22]([F:25])([F:24])[F:23])[CH2:20][OH:21].Cl. The product is [Br:11][C:3]1[CH:4]=[CH:5][C:6]([C:8]([OH:10])=[O:9])=[N:7][C:2]=1[O:21][CH2:20][C:19]([F:26])([F:18])[C:22]([F:25])([F:24])[F:23]. The catalyst is CN(C=O)C.C1COCC1. The yield is 0.220. (8) The reactants are [CH3:13][CH:12]([O:11][C:9](/N=N/[C:9]([O:11][CH:12]([CH3:14])[CH3:13])=O)=O)[CH3:14].[Cl:15][C:16]1[N:21]=C(I)C(O)=C[CH:17]=1.[NH:24]1[CH:28]=[CH:27][N:26]=[C:25]1[CH2:29]CO.C1C=CC(P(C2C=CC=CC=2)C2C=CC=CC=2)=CC=1.N1CCC[C@H]1[C:53]([OH:55])=[O:54].[C:59](=O)([O-])[O-].[K+].[K+].C1C(=O)N(I)C(=O)C1.C([Mg]Br)C. The catalyst is CN(C)C=O.O.C(OCC)(=O)C.O1CCCC1.CO.[Cu]I.C1C=CC(P(C2C=CC=CC=2)[C-]2C=CC=C2)=CC=1.C1C=CC(P(C2C=CC=CC=2)[C-]2C=CC=C2)=CC=1.Cl[Pd]Cl.[Fe+2]. The product is [Cl:15][C:16]1[CH:17]=[CH:14][C:12]2[O:11][CH2:9][CH2:29][C:25]3[N:24]([CH:28]=[C:27]([C:53]([O:55][CH3:59])=[O:54])[N:26]=3)[C:13]=2[N:21]=1. The yield is 0.930. (9) The reactants are N12CCC(C[NH:10][CH2:11][CH2:12][N:13]3[C:21]4[C:16](=[CH:17][CH:18]=[CH:19][C:20]=4[C:22]([O-])=O)[CH:15]=[N:14]3)(CC1)CC2.[Li+].[CH:26]([N:29]([CH2:33][CH3:34])[CH:30]([CH3:32])C)([CH3:28])C.[CH3:35][CH2:36]CP1(OP(CCC)(=O)OP(CCC)(=O)O1)=O.C1C[O:56]CC1. No catalyst specified. The product is [N:29]12[CH2:26][CH2:28][C:35]([CH2:36][CH:17]3[C:18](=[O:56])[CH:19]=[C:20]4[CH:22]=[N:10][CH:11]=[CH:12][N:13]5[C:21]4=[C:16]3[CH2:15][NH:14]5)([CH2:32][CH2:30]1)[CH2:34][CH2:33]2. The yield is 0.240. (10) The reactants are [NH2:1][CH2:2][C:3]1[S:4][CH:5]=[CH:6][CH:7]=1.[C:8]1(=[O:18])[O:13][C:11](=[O:12])[C:10]2=[CH:14][CH:15]=[CH:16][CH:17]=[C:9]12. The catalyst is C(Cl)(Cl)Cl. The product is [S:4]1[CH:5]=[CH:6][CH:7]=[C:3]1[CH2:2][NH:1][C:8](=[O:18])[C:9]1[C:10](=[CH:14][CH:15]=[CH:16][CH:17]=1)[C:11]([OH:13])=[O:12]. The yield is 0.830.